Dataset: Retrosynthesis with 50K atom-mapped reactions and 10 reaction types from USPTO. Task: Predict the reactants needed to synthesize the given product. (1) Given the product Cn1ccc2cccc(Br)c2c1=O, predict the reactants needed to synthesize it. The reactants are: CI.O=c1[nH]ccc2cccc(Br)c12. (2) Given the product COCCCN1CCOc2ccc(C(O[C@H]3CNC[C@@H](OCC#CCN4CCOCC4)[C@H]3c3ccc(OC)cc3)S(=O)(=O)c3ccc(C)cc3)cc21, predict the reactants needed to synthesize it. The reactants are: C#CCO[C@@H]1CNC[C@H](OC(c2ccc3c(c2)N(CCCOC)CCO3)S(=O)(=O)c2ccc(C)cc2)[C@@H]1c1ccc(OC)cc1.C1COCCN1.C=O. (3) Given the product Nc1cc(Oc2ccc(Cl)cc2Cl)nc(N)n1, predict the reactants needed to synthesize it. The reactants are: Nc1cc(Cl)nc(N)n1.Oc1ccc(Cl)cc1Cl. (4) Given the product COC(C)CCOS(=O)(=O)c1ccccc1C(F)(F)F, predict the reactants needed to synthesize it. The reactants are: COC(C)CCO.O=S(=O)(Cl)c1ccccc1C(F)(F)F. (5) Given the product CC(C)C[C@@H](CNCCCC(c1ccc(F)cc1)c1ccc(F)cc1)N(C)C(=O)OC(C)(C)C, predict the reactants needed to synthesize it. The reactants are: CC(C)C[C@@H](C=O)N(C)C(=O)OC(C)(C)C.NCCCC(c1ccc(F)cc1)c1ccc(F)cc1. (6) Given the product Cc1ccc(S(=O)(=O)OC[C@H](CCC(=O)OC2CCCCC2)C[C@H]2COC(C)(C)N2C(=O)OC(C)(C)C)cc1, predict the reactants needed to synthesize it. The reactants are: CC(C)(C)OC(=O)N1[C@@H](C[C@H](CO)CCC(=O)OC2CCCCC2)COC1(C)C.Cc1ccc(S(=O)(=O)Cl)cc1. (7) Given the product COC(=O)c1cc(Br)cc(NC2CCCC2)c1C, predict the reactants needed to synthesize it. The reactants are: COC(=O)c1cc(Br)cc(N)c1C.O=C1CCCC1. (8) Given the product CC(C)(C)OC(=O)n1nc(-c2ccc3ncccc3c2)c(F)c1N, predict the reactants needed to synthesize it. The reactants are: CC(C)(C)OC(=O)OC(=O)OC(C)(C)C.Nc1[nH]nc(-c2ccc3ncccc3c2)c1F. (9) Given the product CCOC(=O)CN1CCc2cc(OC)ccc2C1=O, predict the reactants needed to synthesize it. The reactants are: CCOC(=O)CBr.COc1ccc2c(c1)CCNC2=O. (10) Given the product C=CCON([C@H]1CN(C(=O)OC(C)(C)C)[C@H](CO)C=C1C(N)=O)S(=O)(=O)c1ccccc1[N+](=O)[O-], predict the reactants needed to synthesize it. The reactants are: C=CCON([C@H]1CN(C(=O)OC(C)(C)C)[C@H](CO[Si](C)(C)C(C)(C)C)C=C1C(N)=O)S(=O)(=O)c1ccccc1[N+](=O)[O-].